This data is from Peptide-MHC class II binding affinity with 134,281 pairs from IEDB. The task is: Regression. Given a peptide amino acid sequence and an MHC pseudo amino acid sequence, predict their binding affinity value. This is MHC class II binding data. (1) The peptide sequence is AAVPAVGAAAGAPAA. The MHC is HLA-DQA10102-DQB10602 with pseudo-sequence HLA-DQA10102-DQB10602. The binding affinity (normalized) is 0.376. (2) The peptide sequence is PELQNFLNFLEANGL. The binding affinity (normalized) is 0.622. The MHC is HLA-DPA10201-DPB10101 with pseudo-sequence HLA-DPA10201-DPB10101. (3) The peptide sequence is AFRVAATAANAAPAN. The MHC is DRB1_0401 with pseudo-sequence DRB1_0401. The binding affinity (normalized) is 0.642. (4) The MHC is DRB1_0101 with pseudo-sequence DRB1_0101. The binding affinity (normalized) is 0.973. The peptide sequence is CHFITKETPDRLTDQ. (5) The peptide sequence is GKTVWFVPSIKAGND. The MHC is DRB1_0101 with pseudo-sequence DRB1_0101. The binding affinity (normalized) is 0.744. (6) The binding affinity (normalized) is 0.0885. The MHC is HLA-DQA10201-DQB10202 with pseudo-sequence HLA-DQA10201-DQB10202. The peptide sequence is AAFQAAHARFVAAAA. (7) The binding affinity (normalized) is 0.479. The peptide sequence is ALLTPGLRCLNLDVYRIL. The MHC is DRB1_1101 with pseudo-sequence DRB1_1101. (8) The peptide sequence is ATSLDTMAQMNQAFR. The MHC is DRB3_0202 with pseudo-sequence DRB3_0202. The binding affinity (normalized) is 0.166. (9) The peptide sequence is QAGNNLMMIEQYPYV. The MHC is HLA-DQA10501-DQB10301 with pseudo-sequence HLA-DQA10501-DQB10301. The binding affinity (normalized) is 0.0888. (10) The peptide sequence is NTWTTCQSIAFPSK. The MHC is H-2-IAk with pseudo-sequence H-2-IAk. The binding affinity (normalized) is 0.415.